This data is from Peptide-MHC class II binding affinity with 134,281 pairs from IEDB. The task is: Regression. Given a peptide amino acid sequence and an MHC pseudo amino acid sequence, predict their binding affinity value. This is MHC class II binding data. (1) The peptide sequence is GELQIVDKIDAAFKS. The MHC is DRB1_1501 with pseudo-sequence DRB1_1501. The binding affinity (normalized) is 0.410. (2) The peptide sequence is GNIVAVDIKPKDSDE. The MHC is DRB1_0401 with pseudo-sequence DRB1_0401. The binding affinity (normalized) is 0.404. (3) The peptide sequence is QIDAFIANAGATADS. The MHC is DRB1_0901 with pseudo-sequence DRB1_0901. The binding affinity (normalized) is 1.00. (4) The peptide sequence is EKVYFAATQFEPLAA. The MHC is DRB1_1602 with pseudo-sequence DRB1_1602. The binding affinity (normalized) is 0.434.